Task: Predict the product of the given reaction.. Dataset: Forward reaction prediction with 1.9M reactions from USPTO patents (1976-2016) Given the reactants [NH:1]1[CH2:7][CH2:6][CH2:5][NH:4][CH2:3][CH2:2]1.F[C:9]1[CH:14]=[CH:13][C:12]([N+:15]([O-:17])=[O:16])=[CH:11][CH:10]=1, predict the reaction product. The product is: [N+:15]([C:12]1[CH:13]=[CH:14][C:9]([N:1]2[CH2:7][CH2:6][CH2:5][NH:4][CH2:3][CH2:2]2)=[CH:10][CH:11]=1)([O-:17])=[O:16].